Regression. Given a peptide amino acid sequence and an MHC pseudo amino acid sequence, predict their binding affinity value. This is MHC class I binding data. From a dataset of Peptide-MHC class I binding affinity with 185,985 pairs from IEDB/IMGT. (1) The binding affinity (normalized) is 1.00. The peptide sequence is RSWPWQIEY. The MHC is Mamu-A02 with pseudo-sequence Mamu-A02. (2) The peptide sequence is YVIKVSARV. The MHC is Mamu-A2601 with pseudo-sequence Mamu-A2601. The binding affinity (normalized) is 0. (3) The binding affinity (normalized) is 0.0847. The peptide sequence is RQSSGSSSSGF. The MHC is HLA-A68:02 with pseudo-sequence HLA-A68:02. (4) The peptide sequence is STNTGNLKF. The MHC is HLA-A32:01 with pseudo-sequence HLA-A32:01. The binding affinity (normalized) is 0.204. (5) The peptide sequence is VGNVYVKF. The MHC is Mamu-B3901 with pseudo-sequence YTELYEERAETTFVSTAYIWYDYYTWAEMAYRWY. The binding affinity (normalized) is 0.192. (6) The peptide sequence is TAGLTHMMIW. The MHC is Mamu-B01 with pseudo-sequence Mamu-B01. The binding affinity (normalized) is 0. (7) The peptide sequence is IPISGRITA. The MHC is HLA-B08:01 with pseudo-sequence HLA-B08:01. The binding affinity (normalized) is 0.0847. (8) The peptide sequence is YIPGTSVIR. The MHC is HLA-A11:01 with pseudo-sequence HLA-A11:01. The binding affinity (normalized) is 0. (9) The peptide sequence is RFIIFLFIL. The MHC is Patr-A0701 with pseudo-sequence Patr-A0701. The binding affinity (normalized) is 0.525.